Dataset: NCI-60 drug combinations with 297,098 pairs across 59 cell lines. Task: Regression. Given two drug SMILES strings and cell line genomic features, predict the synergy score measuring deviation from expected non-interaction effect. (1) Drug 1: C1=CC(=CC=C1CC(C(=O)O)N)N(CCCl)CCCl.Cl. Drug 2: C1=NC2=C(N=C(N=C2N1C3C(C(C(O3)CO)O)F)Cl)N. Cell line: OVCAR-8. Synergy scores: CSS=40.9, Synergy_ZIP=-3.49, Synergy_Bliss=-5.19, Synergy_Loewe=-13.5, Synergy_HSA=-4.07. (2) Drug 1: CC1=C(C=C(C=C1)NC2=NC=CC(=N2)N(C)C3=CC4=NN(C(=C4C=C3)C)C)S(=O)(=O)N.Cl. Drug 2: C1=CC=C(C(=C1)C(C2=CC=C(C=C2)Cl)C(Cl)Cl)Cl. Cell line: MOLT-4. Synergy scores: CSS=27.6, Synergy_ZIP=12.1, Synergy_Bliss=17.7, Synergy_Loewe=16.2, Synergy_HSA=18.0. (3) Drug 1: C1=C(C(=O)NC(=O)N1)N(CCCl)CCCl. Cell line: HCT-15. Drug 2: CCCS(=O)(=O)NC1=C(C(=C(C=C1)F)C(=O)C2=CNC3=C2C=C(C=N3)C4=CC=C(C=C4)Cl)F. Synergy scores: CSS=21.7, Synergy_ZIP=-2.40, Synergy_Bliss=1.60, Synergy_Loewe=-4.21, Synergy_HSA=-0.512. (4) Drug 1: CC1C(C(CC(O1)OC2CC(OC(C2O)C)OC3=CC4=CC5=C(C(=O)C(C(C5)C(C(=O)C(C(C)O)O)OC)OC6CC(C(C(O6)C)O)OC7CC(C(C(O7)C)O)OC8CC(C(C(O8)C)O)(C)O)C(=C4C(=C3C)O)O)O)O. Drug 2: COC1=C2C(=CC3=C1OC=C3)C=CC(=O)O2. Cell line: UO-31. Synergy scores: CSS=45.8, Synergy_ZIP=1.56, Synergy_Bliss=1.10, Synergy_Loewe=-28.9, Synergy_HSA=-0.516. (5) Drug 1: C1=CC(=CC=C1CCCC(=O)O)N(CCCl)CCCl. Drug 2: CC=C1C(=O)NC(C(=O)OC2CC(=O)NC(C(=O)NC(CSSCCC=C2)C(=O)N1)C(C)C)C(C)C. Cell line: PC-3. Synergy scores: CSS=56.4, Synergy_ZIP=0.466, Synergy_Bliss=2.09, Synergy_Loewe=3.82, Synergy_HSA=4.50. (6) Drug 1: CC1C(C(CC(O1)OC2CC(CC3=C2C(=C4C(=C3O)C(=O)C5=C(C4=O)C(=CC=C5)OC)O)(C(=O)C)O)N)O.Cl. Drug 2: C(CC(=O)O)C(=O)CN.Cl. Cell line: RXF 393. Synergy scores: CSS=7.45, Synergy_ZIP=-5.15, Synergy_Bliss=-2.20, Synergy_Loewe=-11.4, Synergy_HSA=-1.54. (7) Drug 1: CC1=C(N=C(N=C1N)C(CC(=O)N)NCC(C(=O)N)N)C(=O)NC(C(C2=CN=CN2)OC3C(C(C(C(O3)CO)O)O)OC4C(C(C(C(O4)CO)O)OC(=O)N)O)C(=O)NC(C)C(C(C)C(=O)NC(C(C)O)C(=O)NCCC5=NC(=CS5)C6=NC(=CS6)C(=O)NCCC[S+](C)C)O. Drug 2: CNC(=O)C1=NC=CC(=C1)OC2=CC=C(C=C2)NC(=O)NC3=CC(=C(C=C3)Cl)C(F)(F)F. Cell line: OVCAR-5. Synergy scores: CSS=8.48, Synergy_ZIP=-3.48, Synergy_Bliss=-2.35, Synergy_Loewe=-11.5, Synergy_HSA=-6.37. (8) Drug 2: CC12CCC3C(C1CCC2OP(=O)(O)O)CCC4=C3C=CC(=C4)OC(=O)N(CCCl)CCCl.[Na+]. Cell line: HOP-62. Drug 1: CC1=C(C=C(C=C1)NC(=O)C2=CC=C(C=C2)CN3CCN(CC3)C)NC4=NC=CC(=N4)C5=CN=CC=C5. Synergy scores: CSS=12.4, Synergy_ZIP=-0.876, Synergy_Bliss=-2.90, Synergy_Loewe=-0.0511, Synergy_HSA=-5.81. (9) Drug 1: CCCS(=O)(=O)NC1=C(C(=C(C=C1)F)C(=O)C2=CNC3=C2C=C(C=N3)C4=CC=C(C=C4)Cl)F. Drug 2: C1=NC2=C(N1)C(=S)N=C(N2)N. Cell line: SK-MEL-2. Synergy scores: CSS=20.6, Synergy_ZIP=-4.57, Synergy_Bliss=1.41, Synergy_Loewe=-2.75, Synergy_HSA=-2.06. (10) Drug 1: CC1=C2C(C(=O)C3(C(CC4C(C3C(C(C2(C)C)(CC1OC(=O)C(C(C5=CC=CC=C5)NC(=O)OC(C)(C)C)O)O)OC(=O)C6=CC=CC=C6)(CO4)OC(=O)C)OC)C)OC. Drug 2: C1CCC(C(C1)N)N.C(=O)(C(=O)[O-])[O-].[Pt+4]. Cell line: NCI-H322M. Synergy scores: CSS=47.4, Synergy_ZIP=7.91, Synergy_Bliss=9.05, Synergy_Loewe=-10.6, Synergy_HSA=12.7.